Dataset: Catalyst prediction with 721,799 reactions and 888 catalyst types from USPTO. Task: Predict which catalyst facilitates the given reaction. (1) Reactant: Br[C:2]1[CH:3]=[C:4]([N:13]([CH2:20][CH3:21])[CH:14]2[CH2:19][CH2:18][O:17][CH2:16][CH2:15]2)[C:5]([CH3:12])=[C:6]([CH:11]=1)[C:7]([O:9][CH3:10])=[O:8].[C:22]([CH:24]1[CH2:29][CH2:28][N:27]([C:30]([O:32][C:33]([CH3:36])([CH3:35])[CH3:34])=[O:31])[CH2:26][CH2:25]1)#[CH:23].C(N(CC)CC)C. Product: [CH2:20]([N:13]([CH:14]1[CH2:19][CH2:18][O:17][CH2:16][CH2:15]1)[C:4]1[CH:3]=[C:2]([C:23]#[C:22][CH:24]2[CH2:25][CH2:26][N:27]([C:30]([O:32][C:33]([CH3:36])([CH3:35])[CH3:34])=[O:31])[CH2:28][CH2:29]2)[CH:11]=[C:6]([C:7]([O:9][CH3:10])=[O:8])[C:5]=1[CH3:12])[CH3:21]. The catalyst class is: 555. (2) Reactant: [Br:1][C:2]1[CH:7]=[C:6]([CH3:8])[N+:5]([O-])=[C:4]([CH3:10])[CH:3]=1.[F:11][C:12]([F:23])([F:22])[C:13]([O:15]C(=O)C(F)(F)F)=[O:14]. Product: [F:11][C:12]([F:23])([F:22])[C:13]([O:15][CH2:8][C:6]1[CH:7]=[C:2]([Br:1])[CH:3]=[C:4]([CH3:10])[N:5]=1)=[O:14]. The catalyst class is: 2. (3) Reactant: Br[CH2:2][CH2:3][C:4]([C:14]1[CH:19]=[CH:18][CH:17]=[CH:16][CH:15]=1)([C:8]1[CH:13]=[CH:12][CH:11]=[CH:10][CH:9]=1)[C:5](Cl)=[O:6].[CH2:20]([NH:22][CH2:23][CH3:24])[CH3:21].[C:25]([O:29][C:30](=[O:37])[NH:31][C@H:32]1[CH2:36][CH2:35][NH:34][CH2:33]1)([CH3:28])([CH3:27])[CH3:26]. Product: [C:25]([O:29][C:30](=[O:37])[NH:31][C@H:32]1[CH2:36][CH2:35][N:34]([CH2:2][CH2:3][C:4]([C:5](=[O:6])[N:22]([CH2:23][CH3:24])[CH2:20][CH3:21])([C:14]2[CH:19]=[CH:18][CH:17]=[CH:16][CH:15]=2)[C:8]2[CH:13]=[CH:12][CH:11]=[CH:10][CH:9]=2)[CH2:33]1)([CH3:28])([CH3:26])[CH3:27]. The catalyst class is: 2. (4) Reactant: [F:1][C:2]1[CH:3]=[CH:4][C:5]([C:8]([OH:10])=O)=[N:6][CH:7]=1.F[P-](F)(F)(F)(F)F.C[N:19](C(N(C)C)=[N+]1C2C(=NC=CC=2)[N+]([O-])=N1)C.[NH2:35][C:36]1[CH:37]=[CH:38][C:39]([F:54])=[C:40]([C@@:42]2([CH3:53])[NH:47][C:46](=S)[C@:45]([F:50])([CH3:49])[CH2:44][C:43]2([F:52])[F:51])[CH:41]=1.C(N(CC)C(C)C)(C)C.N. Product: [NH2:19][C:46]1[C@:45]([F:50])([CH3:49])[CH2:44][C:43]([F:52])([F:51])[C@:42]([C:40]2[CH:41]=[C:36]([NH:35][C:8](=[O:10])[C:5]3[CH:4]=[CH:3][C:2]([F:1])=[CH:7][N:6]=3)[CH:37]=[CH:38][C:39]=2[F:54])([CH3:53])[N:47]=1. The catalyst class is: 39. (5) Reactant: [CH3:1][O:2][C:3]1[CH:4]=[C:5]2[C:9](=[CH:10][CH:11]=1)[NH:8][CH:7]=[C:6]2[CH2:12][C:13]([OH:15])=[O:14].[C:16]([O-])([O-])=O.[K+].[K+].CI. Product: [CH3:1][O:2][C:3]1[CH:4]=[C:5]2[C:9](=[CH:10][CH:11]=1)[NH:8][CH:7]=[C:6]2[CH2:12][C:13]([O:15][CH3:16])=[O:14]. The catalyst class is: 35.